From a dataset of NCI-60 drug combinations with 297,098 pairs across 59 cell lines. Regression. Given two drug SMILES strings and cell line genomic features, predict the synergy score measuring deviation from expected non-interaction effect. (1) Synergy scores: CSS=0.841, Synergy_ZIP=-0.259, Synergy_Bliss=0.705, Synergy_Loewe=-0.523, Synergy_HSA=-0.534. Drug 1: CC1=C(C(CCC1)(C)C)C=CC(=CC=CC(=CC(=O)O)C)C. Drug 2: CC(C)(C#N)C1=CC(=CC(=C1)CN2C=NC=N2)C(C)(C)C#N. Cell line: UO-31. (2) Drug 1: C1=CC(=CC=C1CCC2=CNC3=C2C(=O)NC(=N3)N)C(=O)NC(CCC(=O)O)C(=O)O. Drug 2: CN(CCCl)CCCl.Cl. Cell line: A498. Synergy scores: CSS=29.9, Synergy_ZIP=-1.04, Synergy_Bliss=1.44, Synergy_Loewe=-0.658, Synergy_HSA=3.39. (3) Drug 1: CC12CCC3C(C1CCC2=O)CC(=C)C4=CC(=O)C=CC34C. Drug 2: CC=C1C(=O)NC(C(=O)OC2CC(=O)NC(C(=O)NC(CSSCCC=C2)C(=O)N1)C(C)C)C(C)C. Cell line: SR. Synergy scores: CSS=77.5, Synergy_ZIP=-0.714, Synergy_Bliss=-2.88, Synergy_Loewe=-5.93, Synergy_HSA=-1.80. (4) Drug 1: COC1=NC(=NC2=C1N=CN2C3C(C(C(O3)CO)O)O)N. Drug 2: CS(=O)(=O)CCNCC1=CC=C(O1)C2=CC3=C(C=C2)N=CN=C3NC4=CC(=C(C=C4)OCC5=CC(=CC=C5)F)Cl. Cell line: SK-OV-3. Synergy scores: CSS=9.16, Synergy_ZIP=-4.40, Synergy_Bliss=-1.20, Synergy_Loewe=-18.5, Synergy_HSA=-3.78. (5) Drug 1: C(CC(=O)O)C(=O)CN.Cl. Drug 2: C1CNP(=O)(OC1)N(CCCl)CCCl. Cell line: NCI-H460. Synergy scores: CSS=2.88, Synergy_ZIP=-1.69, Synergy_Bliss=-2.27, Synergy_Loewe=-3.91, Synergy_HSA=-4.51. (6) Drug 2: CC(C)CN1C=NC2=C1C3=CC=CC=C3N=C2N. Synergy scores: CSS=-13.2, Synergy_ZIP=0.609, Synergy_Bliss=-12.5, Synergy_Loewe=-14.3, Synergy_HSA=-14.4. Drug 1: CCCS(=O)(=O)NC1=C(C(=C(C=C1)F)C(=O)C2=CNC3=C2C=C(C=N3)C4=CC=C(C=C4)Cl)F. Cell line: NCI-H522. (7) Drug 1: C1=C(C(=O)NC(=O)N1)F. Drug 2: C1CC(=O)NC(=O)C1N2C(=O)C3=CC=CC=C3C2=O. Cell line: SF-295. Synergy scores: CSS=41.0, Synergy_ZIP=9.00, Synergy_Bliss=9.86, Synergy_Loewe=5.83, Synergy_HSA=10.0.